From a dataset of NCI-60 drug combinations with 297,098 pairs across 59 cell lines. Regression. Given two drug SMILES strings and cell line genomic features, predict the synergy score measuring deviation from expected non-interaction effect. (1) Drug 1: CC1=C(C=C(C=C1)C(=O)NC2=CC(=CC(=C2)C(F)(F)F)N3C=C(N=C3)C)NC4=NC=CC(=N4)C5=CN=CC=C5. Drug 2: CC1C(C(CC(O1)OC2CC(CC3=C2C(=C4C(=C3O)C(=O)C5=C(C4=O)C(=CC=C5)OC)O)(C(=O)CO)O)N)O.Cl. Cell line: NCIH23. Synergy scores: CSS=31.2, Synergy_ZIP=-2.70, Synergy_Bliss=-1.80, Synergy_Loewe=-14.8, Synergy_HSA=-0.776. (2) Drug 1: CC(CN1CC(=O)NC(=O)C1)N2CC(=O)NC(=O)C2. Drug 2: CN(CCCl)CCCl.Cl. Cell line: MCF7. Synergy scores: CSS=35.1, Synergy_ZIP=-9.67, Synergy_Bliss=-2.54, Synergy_Loewe=-36.3, Synergy_HSA=-0.472. (3) Drug 1: CNC(=O)C1=CC=CC=C1SC2=CC3=C(C=C2)C(=NN3)C=CC4=CC=CC=N4. Drug 2: COC1=C(C=C2C(=C1)N=CN=C2NC3=CC(=C(C=C3)F)Cl)OCCCN4CCOCC4. Cell line: CAKI-1. Synergy scores: CSS=56.4, Synergy_ZIP=0.773, Synergy_Bliss=3.26, Synergy_Loewe=3.63, Synergy_HSA=5.11. (4) Drug 1: COC1=CC(=CC(=C1O)OC)C2C3C(COC3=O)C(C4=CC5=C(C=C24)OCO5)OC6C(C(C7C(O6)COC(O7)C8=CC=CS8)O)O. Drug 2: C1C(C(OC1N2C=C(C(=O)NC2=O)F)CO)O. Cell line: SK-MEL-28. Synergy scores: CSS=12.4, Synergy_ZIP=-11.9, Synergy_Bliss=-10.3, Synergy_Loewe=-13.6, Synergy_HSA=-6.59. (5) Drug 1: CNC(=O)C1=CC=CC=C1SC2=CC3=C(C=C2)C(=NN3)C=CC4=CC=CC=N4. Drug 2: C1CC(C1)(C(=O)O)C(=O)O.[NH2-].[NH2-].[Pt+2]. Cell line: SK-MEL-28. Synergy scores: CSS=14.2, Synergy_ZIP=-3.40, Synergy_Bliss=0.249, Synergy_Loewe=-2.84, Synergy_HSA=-2.86. (6) Drug 1: CCC1=CC2CC(C3=C(CN(C2)C1)C4=CC=CC=C4N3)(C5=C(C=C6C(=C5)C78CCN9C7C(C=CC9)(C(C(C8N6C)(C(=O)OC)O)OC(=O)C)CC)OC)C(=O)OC.C(C(C(=O)O)O)(C(=O)O)O. Drug 2: CCCCC(=O)OCC(=O)C1(CC(C2=C(C1)C(=C3C(=C2O)C(=O)C4=C(C3=O)C=CC=C4OC)O)OC5CC(C(C(O5)C)O)NC(=O)C(F)(F)F)O. Cell line: EKVX. Synergy scores: CSS=20.8, Synergy_ZIP=-3.39, Synergy_Bliss=-6.04, Synergy_Loewe=-5.91, Synergy_HSA=-3.65. (7) Drug 1: CC1C(C(=O)NC(C(=O)N2CCCC2C(=O)N(CC(=O)N(C(C(=O)O1)C(C)C)C)C)C(C)C)NC(=O)C3=C4C(=C(C=C3)C)OC5=C(C(=O)C(=C(C5=N4)C(=O)NC6C(OC(=O)C(N(C(=O)CN(C(=O)C7CCCN7C(=O)C(NC6=O)C(C)C)C)C)C(C)C)C)N)C. Drug 2: CC1=CC=C(C=C1)C2=CC(=NN2C3=CC=C(C=C3)S(=O)(=O)N)C(F)(F)F. Cell line: HOP-92. Synergy scores: CSS=19.4, Synergy_ZIP=8.13, Synergy_Bliss=16.6, Synergy_Loewe=13.3, Synergy_HSA=13.6. (8) Drug 1: CC1OCC2C(O1)C(C(C(O2)OC3C4COC(=O)C4C(C5=CC6=C(C=C35)OCO6)C7=CC(=C(C(=C7)OC)O)OC)O)O. Drug 2: C1CNP(=O)(OC1)N(CCCl)CCCl. Cell line: HL-60(TB). Synergy scores: CSS=59.7, Synergy_ZIP=6.60, Synergy_Bliss=5.65, Synergy_Loewe=-31.7, Synergy_HSA=6.50. (9) Drug 1: C1C(C(OC1N2C=C(C(=O)NC2=O)F)CO)O. Drug 2: CC1=C(N=C(N=C1N)C(CC(=O)N)NCC(C(=O)N)N)C(=O)NC(C(C2=CN=CN2)OC3C(C(C(C(O3)CO)O)O)OC4C(C(C(C(O4)CO)O)OC(=O)N)O)C(=O)NC(C)C(C(C)C(=O)NC(C(C)O)C(=O)NCCC5=NC(=CS5)C6=NC(=CS6)C(=O)NCCC[S+](C)C)O. Cell line: 786-0. Synergy scores: CSS=34.6, Synergy_ZIP=-12.6, Synergy_Bliss=-0.225, Synergy_Loewe=0.721, Synergy_HSA=2.04. (10) Drug 1: C1CN1C2=NC(=NC(=N2)N3CC3)N4CC4. Drug 2: CN(CC1=CN=C2C(=N1)C(=NC(=N2)N)N)C3=CC=C(C=C3)C(=O)NC(CCC(=O)O)C(=O)O. Cell line: SNB-19. Synergy scores: CSS=67.2, Synergy_ZIP=-0.655, Synergy_Bliss=-2.62, Synergy_Loewe=-44.9, Synergy_HSA=-1.97.